This data is from Forward reaction prediction with 1.9M reactions from USPTO patents (1976-2016). The task is: Predict the product of the given reaction. (1) Given the reactants Br[CH2:2]/[CH:3]=[CH:4]/[C:5]([NH:7][C:8]1[CH:9]=[C:10]2[C:15](=[CH:16][C:17]=1[O:18][CH2:19][C:20]([F:23])([F:22])[F:21])[N:14]=[CH:13][N:12]=[C:11]2[NH:24][C:25]1[CH:30]=[CH:29][C:28]([F:31])=[C:27]([Cl:32])[CH:26]=1)=[O:6].C(N(C(C)C)CC)(C)C.[O:42]1[C@H:47]2[CH2:48][NH:49][CH2:50][C@H:46]2[O:45][CH2:44][CH2:43]1.O, predict the reaction product. The product is: [Cl:32][C:27]1[CH:26]=[C:25]([NH:24][C:11]2[C:10]3[C:15](=[CH:16][C:17]([O:18][CH2:19][C:20]([F:23])([F:22])[F:21])=[C:8]([NH:7][C:5](=[O:6])/[CH:4]=[CH:3]/[CH2:2][N:49]4[CH2:48][C@H:47]5[O:42][CH2:43][CH2:44][O:45][C@H:46]5[CH2:50]4)[CH:9]=3)[N:14]=[CH:13][N:12]=2)[CH:30]=[CH:29][C:28]=1[F:31]. (2) The product is: [CH:30]1([NH:33][C:2]2[N:7]=[CH:6][N:5]=[C:4]([N:8]3[CH:12]=[CH:11][N:10]=[C:9]3[NH:13][C:14]3[CH:15]=[C:16]([NH:21][C:22](=[O:29])[C:23]4[CH:28]=[CH:27][CH:26]=[CH:25][CH:24]=4)[CH:17]=[CH:18][C:19]=3[CH3:20])[CH:3]=2)[CH2:32][CH2:31]1. Given the reactants Cl[C:2]1[N:7]=[CH:6][N:5]=[C:4]([N:8]2[CH:12]=[CH:11][N:10]=[C:9]2[NH:13][C:14]2[CH:15]=[C:16]([NH:21][C:22](=[O:29])[C:23]3[CH:28]=[CH:27][CH:26]=[CH:25][CH:24]=3)[CH:17]=[CH:18][C:19]=2[CH3:20])[CH:3]=1.[CH:30]1([NH2:33])[CH2:32][CH2:31]1, predict the reaction product. (3) Given the reactants [OH-].[Na+].Cl.[NH2:4][C:5]([NH2:7])=[NH:6].[F:8][C:9]1[CH:26]=[CH:25][C:12]([CH:13]=[C:14]2[CH2:22][C:21]3[C:16](=[C:17]([CH3:23])[CH:18]=[CH:19][CH:20]=3)[C:15]2=O)=[CH:11][CH:10]=1, predict the reaction product. The product is: [F:8][C:9]1[CH:10]=[CH:11][C:12]([C:13]2[C:14]3[CH2:22][C:21]4[C:16](=[C:17]([CH3:23])[CH:18]=[CH:19][CH:20]=4)[C:15]=3[N:6]=[C:5]([NH2:7])[N:4]=2)=[CH:25][CH:26]=1.